Task: Predict the reactants needed to synthesize the given product.. Dataset: Full USPTO retrosynthesis dataset with 1.9M reactions from patents (1976-2016) (1) Given the product [CH3:32][C:29]1([CH3:33])[CH2:30][C:31]2[N:23]([C:21]3[CH:20]=[CH:19][C:16]([C:17]#[N:18])=[C:15]([NH:1][CH:2]4[CH2:7][CH2:6][O:5][CH2:4][CH2:3]4)[CH:22]=3)[N:24]=[C:25]([C:35]([F:37])([F:38])[F:36])[C:26]=2[C:27](=[O:34])[CH2:28]1, predict the reactants needed to synthesize it. The reactants are: [NH2:1][CH:2]1[CH2:7][CH2:6][O:5][CH2:4][CH2:3]1.CC(C)([O-])C.[Na+].Br[C:15]1[CH:22]=[C:21]([N:23]2[C:31]3[CH2:30][C:29]([CH3:33])([CH3:32])[CH2:28][C:27](=[O:34])[C:26]=3[C:25]([C:35]([F:38])([F:37])[F:36])=[N:24]2)[CH:20]=[CH:19][C:16]=1[C:17]#[N:18]. (2) The reactants are: Cl[CH2:2][C:3]1[S:4][CH:5]=[CH:6][N:7]=1.[OH:8][CH2:9][C:10]([N:12]([CH2:14][CH2:15][O:16][C:17]1[CH:26]=[CH:25][CH:24]=[C:23]2[C:18]=1[C:19]([NH:27][C:28]1[CH:33]=[CH:32][C:31]([OH:34])=[C:30]([CH3:35])[CH:29]=1)=[N:20][CH:21]=[N:22]2)[CH3:13])=[O:11]. Given the product [OH:8][CH2:9][C:10]([N:12]([CH3:13])[CH2:14][CH2:15][O:16][C:17]1[CH:26]=[CH:25][CH:24]=[C:23]2[C:18]=1[C:19]([NH:27][C:28]1[CH:33]=[CH:32][C:31]([O:34][CH2:2][C:3]3[S:4][CH:5]=[CH:6][N:7]=3)=[C:30]([CH3:35])[CH:29]=1)=[N:20][CH:21]=[N:22]2)=[O:11], predict the reactants needed to synthesize it. (3) Given the product [CH3:1][C@@H:2]1[CH2:3][CH2:4][C@H:5]([O:8][C:9]2[C:10]([C:21]([F:22])([F:23])[F:24])=[C:11]3[C:16](=[CH:17][CH:18]=2)[CH:15]=[C:14]([CH2:19][N:32]2[CH:25]4[CH2:31][CH2:30][CH:29]2[CH2:28][CH:27]([C:33]([OH:35])=[O:34])[CH2:26]4)[CH:13]=[CH:12]3)[CH2:6][CH2:7]1, predict the reactants needed to synthesize it. The reactants are: [CH3:1][C@@H:2]1[CH2:7][CH2:6][C@H:5]([O:8][C:9]2[C:10]([C:21]([F:24])([F:23])[F:22])=[C:11]3[C:16](=[CH:17][CH:18]=2)[CH:15]=[C:14]([CH2:19]O)[CH:13]=[CH:12]3)[CH2:4][CH2:3]1.[CH:25]12[NH:32][CH:29]([CH2:30][CH2:31]1)[CH2:28][CH:27]([C:33]([O:35]C)=[O:34])[CH2:26]2. (4) The reactants are: [OH:1][N:2]=[C:3]([C:10]1[C:14]([CH3:15])=[N:13][S:12][N:11]=1)[C:4]1[CH:9]=[CH:8][CH:7]=[CH:6][CH:5]=1.Br[CH2:17][C:18]1[N:23]=[C:22]([N:24]2[C:32](=[O:33])[C:31]3[C:26](=[CH:27][CH:28]=[CH:29][CH:30]=3)[C:25]2=[O:34])[CH:21]=[CH:20][CH:19]=1.C(=O)([O-])[O-].[Cs+].[Cs+].[I-].[K+]. Given the product [CH3:15][C:14]1[C:10](/[C:3](=[N:2]\[O:1][CH2:17][C:18]2[N:23]=[C:22]([N:24]3[C:25](=[O:34])[C:26]4[C:31](=[CH:30][CH:29]=[CH:28][CH:27]=4)[C:32]3=[O:33])[CH:21]=[CH:20][CH:19]=2)/[C:4]2[CH:5]=[CH:6][CH:7]=[CH:8][CH:9]=2)=[N:11][S:12][N:13]=1, predict the reactants needed to synthesize it. (5) Given the product [CH:19]1([C:22]2[C:23]([O:43][CH2:44][O:45][CH3:46])=[C:24]([O:40][CH2:41][CH3:42])[N:25]=[C:26]([CH2:28][OH:29])[CH:27]=2)[CH2:20][CH2:21]1, predict the reactants needed to synthesize it. The reactants are: [F-].C([N+](CCCC)(CCCC)CCCC)CCC.[CH:19]1([C:22]2[CH:27]=[C:26]([CH2:28][O:29][Si](C(C)C)(C(C)C)C(C)C)[N:25]=[C:24]([O:40][CH2:41][CH3:42])[C:23]=2[O:43][CH2:44][O:45][CH3:46])[CH2:21][CH2:20]1.C1COCC1.[Cl-].[NH4+]. (6) Given the product [Cl:21][C:18]1[CH:19]=[CH:20][C:15]([C:8]2[CH:7]=[C:6]([CH2:4][OH:3])[N:11]3[N:12]=[CH:13][CH:14]=[C:10]3[N:9]=2)=[CH:16][CH:17]=1, predict the reactants needed to synthesize it. The reactants are: C([O:3][C:4]([C:6]1[N:11]2[N:12]=[CH:13][CH:14]=[C:10]2[N:9]=[C:8]([C:15]2[CH:20]=[CH:19][C:18]([Cl:21])=[CH:17][CH:16]=2)[CH:7]=1)=O)C.[BH4-].[Na+]. (7) Given the product [CH2:35]([N:37]1[CH2:41][CH2:40][CH2:39][CH:38]1[CH2:42][NH:43][C:21]([C:17]1[C:16]([CH3:24])=[C:15]([CH:13]=[O:14])[NH:19][C:18]=1[CH3:20])=[O:23])[CH3:36], predict the reactants needed to synthesize it. The reactants are: Cl.C(N=C=NCCCN(C)C)C.[CH:13]([C:15]1[NH:19][C:18]([CH3:20])=[C:17]([C:21]([OH:23])=O)[C:16]=1[CH3:24])=[O:14].ON1C2C=CC=CC=2N=N1.[CH2:35]([N:37]1[CH2:41][CH2:40][CH2:39][CH:38]1[CH2:42][NH2:43])[CH3:36]. (8) Given the product [Cl:1][C:2]1[CH:7]=[CH:6][C:5]([NH2:8])=[C:4]([O:12][C:13]2[CH:18]=[CH:17][C:16]([C:19]3[N:23]=[C:22]([CH3:24])[O:21][N:20]=3)=[CH:15][C:14]=2[Cl:25])[CH:3]=1, predict the reactants needed to synthesize it. The reactants are: [Cl:1][C:2]1[CH:7]=[CH:6][C:5]([NH:8]C(=O)C)=[C:4]([O:12][C:13]2[CH:18]=[CH:17][C:16]([C:19]3[N:23]=[C:22]([CH3:24])[O:21][N:20]=3)=[CH:15][C:14]=2[Cl:25])[CH:3]=1. (9) Given the product [ClH:24].[CH:33]1([N:1]2[CH2:2][CH2:3][CH:4]([CH2:7][CH2:8][C:9]([C:11]3[CH:12]=[C:13]4[C:18]5=[C:19]([CH2:21][CH2:22][N:17]5[C:16](=[O:23])[CH2:15][CH2:14]4)[CH:20]=3)=[O:10])[CH2:5][CH2:6]2)[C:34]2[C:29](=[CH:28][CH:27]=[CH:26][CH:25]=2)[CH2:30][CH2:31][CH2:32]1, predict the reactants needed to synthesize it. The reactants are: [NH:1]1[CH2:6][CH2:5][CH:4]([CH2:7][CH2:8][C:9]([C:11]2[CH:12]=[C:13]3[C:18]4=[C:19]([CH2:21][CH2:22][N:17]4[C:16](=[O:23])[CH2:15][CH2:14]3)[CH:20]=2)=[O:10])[CH2:3][CH2:2]1.[Cl:24][CH:25]1[C:34]2[C:29](=[CH:30][CH:31]=[CH:32][CH:33]=2)[CH2:28][CH2:27][CH2:26]1.